This data is from Peptide-MHC class I binding affinity with 185,985 pairs from IEDB/IMGT. The task is: Regression. Given a peptide amino acid sequence and an MHC pseudo amino acid sequence, predict their binding affinity value. This is MHC class I binding data. (1) The peptide sequence is WQDGGWQSV. The MHC is HLA-B57:01 with pseudo-sequence HLA-B57:01. The binding affinity (normalized) is 0.0847. (2) The peptide sequence is RYTRRISLF. The MHC is HLA-A69:01 with pseudo-sequence HLA-A69:01. The binding affinity (normalized) is 0.0847. (3) The peptide sequence is AACAMLLVK. The MHC is HLA-A33:01 with pseudo-sequence HLA-A33:01. The binding affinity (normalized) is 0.